Dataset: Catalyst prediction with 721,799 reactions and 888 catalyst types from USPTO. Task: Predict which catalyst facilitates the given reaction. (1) Reactant: [CH2:1]([CH:3]1[N:12]2[C:7](=[CH:8][C:9](=[O:18])[C:10]([C:13]([O:15][CH2:16][CH3:17])=[O:14])=[CH:11]2)[C:6]2[CH:19]=[C:20]([O:24][CH3:25])[C:21]([OH:23])=[CH:22][C:5]=2[CH2:4]1)[CH3:2].Br[CH2:27][CH2:28][N:29]1[CH:33]=[CH:32][N:31]=[CH:30]1.C([O-])([O-])=O.[K+].[K+].O. Product: [CH2:1]([CH:3]1[N:12]2[C:7](=[CH:8][C:9](=[O:18])[C:10]([C:13]([O:15][CH2:16][CH3:17])=[O:14])=[CH:11]2)[C:6]2[CH:19]=[C:20]([O:24][CH3:25])[C:21]([O:23][CH2:27][CH2:28][N:29]3[CH:33]=[CH:32][N:31]=[CH:30]3)=[CH:22][C:5]=2[CH2:4]1)[CH3:2]. The catalyst class is: 3. (2) Reactant: [CH3:1][O:2][C:3](=[O:38])[C@H:4]([N:8]1[CH2:16][C:15]2[C:10](=[CH:11][C:12]([C:17]3[CH:22]=[CH:21][C:20]([NH:23][C:24]([NH:26][C:27]4[CH:32]=[CH:31][CH:30]=[C:29]([C:33]([F:36])([F:35])[F:34])[CH:28]=4)=[O:25])=[CH:19][CH:18]=3)=[CH:13][CH:14]=2)[C:9]1=[O:37])[CH:5](C)C.BrC1C=C2C(CN([C@@H](COC)C(OC)=O)[C:46]2=[O:49])=CC=1.CC1(C)C(C)(C)OB(C2C=CC(NC(NC3C=CC=C(C(F)(F)F)C=3)=O)=CC=2)O1. Product: [CH3:46][O:49][CH2:5][C@H:4]([N:8]1[CH2:16][C:15]2[C:10](=[CH:11][C:12]([C:17]3[CH:22]=[CH:21][C:20]([NH:23][C:24]([NH:26][C:27]4[CH:32]=[CH:31][CH:30]=[C:29]([C:33]([F:34])([F:36])[F:35])[CH:28]=4)=[O:25])=[CH:19][CH:18]=3)=[CH:13][CH:14]=2)[C:9]1=[O:37])[C:3]([O:2][CH3:1])=[O:38]. The catalyst class is: 462. (3) Reactant: [CH3:1][C@@H:2]1[CH2:6][CH2:5][S:4](=[O:8])(=[O:7])[NH:3]1.[H-].[Na+].Br[CH2:12][C:13]1[CH:22]=[CH:21][C:16]([C:17]([O:19][CH3:20])=[O:18])=[CH:15][CH:14]=1.Cl. Product: [CH3:1][C@@H:2]1[CH2:6][CH2:5][S:4](=[O:8])(=[O:7])[N:3]1[CH2:12][C:13]1[CH:22]=[CH:21][C:16]([C:17]([O:19][CH3:20])=[O:18])=[CH:15][CH:14]=1. The catalyst class is: 213. (4) Reactant: [CH2:1]([N:8]1[C@@H:13]2[CH2:14][CH2:15][C@@:9]1([C:17]1[CH:22]=[CH:21][CH:20]=[CH:19][CH:18]=1)[C@H:10]([OH:16])[CH2:11][CH2:12]2)[C:2]1[CH:7]=[CH:6][CH:5]=[CH:4][CH:3]=1.[H-].[Na+].[CH3:25][O:26][C:27]1[CH:34]=[CH:33][C:32]([O:35][C:36]([F:39])([F:38])[F:37])=[CH:31][C:28]=1[CH2:29]Br.O. Product: [CH2:1]([N:8]1[C@@H:13]2[CH2:14][CH2:15][C@@:9]1([C:17]1[CH:22]=[CH:21][CH:20]=[CH:19][CH:18]=1)[C@H:10]([O:16][CH2:29][C:28]1[CH:31]=[C:32]([O:35][C:36]([F:37])([F:38])[F:39])[CH:33]=[CH:34][C:27]=1[O:26][CH3:25])[CH2:11][CH2:12]2)[C:2]1[CH:3]=[CH:4][CH:5]=[CH:6][CH:7]=1. The catalyst class is: 1.